Dataset: Full USPTO retrosynthesis dataset with 1.9M reactions from patents (1976-2016). Task: Predict the reactants needed to synthesize the given product. (1) Given the product [CH3:19][O:20][C:21]1[CH:30]=[CH:29][CH:28]=[CH:27][C:22]=1[O:23][CH2:24][CH2:25][NH:26][CH2:3][CH:2]([OH:1])[CH2:4][O:5][C:6]1[CH:7]=[CH:8][CH:9]=[C:10]2[NH:11][C:12]3[CH:13]=[CH:14][CH:15]=[CH:16][C:17]=3[C:18]=12.[C:31]([O-:36])(=[O:35])[C:32]([O-:34])=[O:33], predict the reactants needed to synthesize it. The reactants are: [O:1]1[CH2:3][CH:2]1[CH2:4][O:5][C:6]1[C:18]2[C:17]3[C:12](=[CH:13][CH:14]=[CH:15][CH:16]=3)[NH:11][C:10]=2[CH:9]=[CH:8][CH:7]=1.[CH3:19][O:20][C:21]1[CH:30]=[CH:29][CH:28]=[CH:27][C:22]=1[O:23][CH2:24][CH2:25][NH2:26].[C:31]([OH:36])(=[O:35])[C:32]([OH:34])=[O:33]. (2) Given the product [CH2:1]([N:4]1[CH2:13][CH:12]2[C:14]3[CH:15]=[CH:16][C:17]([OH:23])=[C:18]([OH:21])[C:19]=3[O:20][C:10]3[C:11]2=[C:6]([CH:7]=[CH:8][CH:9]=3)[CH2:5]1)[CH:2]=[CH2:3], predict the reactants needed to synthesize it. The reactants are: [CH2:1]([N:4]1[CH2:13][CH:12]2[C:14]3[CH:15]=[CH:16][C:17]([O:23]C)=[C:18]([O:21]C)[C:19]=3[O:20][C:10]3[C:11]2=[C:6]([CH:7]=[CH:8][CH:9]=3)[CH2:5]1)[CH:2]=[CH2:3].B(Br)(Br)Br.CO.